From a dataset of Peptide-MHC class I binding affinity with 185,985 pairs from IEDB/IMGT. Regression. Given a peptide amino acid sequence and an MHC pseudo amino acid sequence, predict their binding affinity value. This is MHC class I binding data. (1) The peptide sequence is AEESLSLEA. The MHC is HLA-A02:03 with pseudo-sequence HLA-A02:03. The binding affinity (normalized) is 0. (2) The peptide sequence is LVRHACRDC. The MHC is HLA-B07:02 with pseudo-sequence HLA-B07:02. The binding affinity (normalized) is 0. (3) The peptide sequence is PYKIPATVI. The MHC is HLA-A24:03 with pseudo-sequence HLA-A24:03. The binding affinity (normalized) is 0.356. (4) The peptide sequence is NSDPNTPDK. The MHC is HLA-A03:01 with pseudo-sequence HLA-A03:01. The binding affinity (normalized) is 0.0847. (5) The peptide sequence is YLDNVGVHI. The binding affinity (normalized) is 0.0847. The MHC is HLA-A26:01 with pseudo-sequence HLA-A26:01.